From a dataset of Forward reaction prediction with 1.9M reactions from USPTO patents (1976-2016). Predict the product of the given reaction. (1) Given the reactants [CH:1]([N:3]1[CH2:7][CH2:6][CH2:5][C:4]1=[O:8])=[CH2:2].CN(CCC[CH:15]=[C:16]([CH3:20])[C:17]([NH2:19])=[O:18])C, predict the reaction product. The product is: [CH:1]([N:3]1[CH2:7][CH2:6][CH2:5][C:4]1=[O:8])=[CH2:2].[C:17]([NH:19][CH2:6][CH2:5][CH2:4][N:3]([CH3:7])[CH3:1])(=[O:18])[C:16]([CH3:20])=[CH2:15]. (2) Given the reactants C1([O:7][C:8](=O)[NH:9][C:10]2[CH:15]=[CH:14][C:13]([S:16]([CH:19]([CH3:21])[CH3:20])(=[O:18])=[O:17])=[C:12]([CH2:22][N:23]([C:25]([O:27][C:28]([CH3:31])([CH3:30])[CH3:29])=[O:26])[CH3:24])[CH:11]=2)C=CC=CC=1.[Br:33][C:34]1[CH:39]=[CH:38][C:37]([CH2:40][CH2:41][CH2:42]C(NC2C=CC(SC(C)C)=C(C=2)CN(C)C(=O)OC(C)(C)C)=O)=[C:36]([CH2:66][CH3:67])[CH:35]=1.C1C=C(Cl)C=C(C(OO)=O)C=1, predict the reaction product. The product is: [Br:33][C:34]1[CH:39]=[CH:38][C:37]([CH2:40][CH2:41][CH2:42][C:8]([NH:9][C:10]2[CH:15]=[CH:14][C:13]([S:16]([CH:19]([CH3:21])[CH3:20])(=[O:17])=[O:18])=[C:12]([CH:11]=2)[CH2:22][N:23]([CH3:24])[C:25](=[O:26])[O:27][C:28]([CH3:31])([CH3:30])[CH3:29])=[O:7])=[C:36]([CH2:66][CH3:67])[CH:35]=1. (3) Given the reactants C(N(CC)CC)C.[Cl:8][CH2:9][CH2:10][N:11]=[C:12]=[O:13].[Cl:14][C:15]1[C:16]([O:21][C:22]2[C:27]([Cl:28])=[CH:26][C:25]([C:29]([F:32])([F:31])[F:30])=[CH:24][C:23]=2[Cl:33])=[N:17][NH:18][C:19]=1[CH3:20].Cl, predict the reaction product. The product is: [Cl:8][CH2:9][CH2:10][NH:11][C:12]([N:18]1[C:19]([CH3:20])=[C:15]([Cl:14])[C:16]([O:21][C:22]2[C:27]([Cl:28])=[CH:26][C:25]([C:29]([F:32])([F:31])[F:30])=[CH:24][C:23]=2[Cl:33])=[N:17]1)=[O:13]. (4) Given the reactants Cl.[CH3:2][S:3]([C:6]1[CH:11]=[C:10]([CH:12]2[CH2:17][CH2:16][NH:15][CH2:14][CH2:13]2)[CH:9]=[CH:8][C:7]=1[NH:18][S:19]([C:22]1[S:26][C:25]2[CH:27]=[CH:28][C:29]([F:31])=[CH:30][C:24]=2[C:23]=1[CH3:32])(=[O:21])=[O:20])(=[O:5])=[O:4], predict the reaction product. The product is: [CH3:2][S:3]([C:6]1[CH:11]=[C:10]([CH:12]2[CH2:13][CH2:14][NH:15][CH2:16][CH2:17]2)[CH:9]=[CH:8][C:7]=1[NH:18][S:19]([C:22]1[S:26][C:25]2[CH:27]=[CH:28][C:29]([F:31])=[CH:30][C:24]=2[C:23]=1[CH3:32])(=[O:20])=[O:21])(=[O:4])=[O:5]. (5) Given the reactants [H-].[Na+].[F:3][C:4]1[CH:9]=[CH:8][C:7]([SH:10])=[CH:6][CH:5]=1.Br[C:12]1[CH:16]=[CH:15][S:14][C:13]=1[CH:17]=[O:18], predict the reaction product. The product is: [F:3][C:4]1[CH:9]=[CH:8][C:7]([S:10][C:12]2[CH:16]=[CH:15][S:14][C:13]=2[CH:17]=[O:18])=[CH:6][CH:5]=1. (6) Given the reactants [CH3:1][C:2]1[N:6]([CH2:7][C:8]([O:10][CH3:11])=[O:9])[C:5]2[S:12][CH:13]=[CH:14][C:4]=2[CH:3]=1.[Cl-].C([Al+]CC)C.[S:21]1[C:28]2[CH:27]=[C:26]([C:29](Cl)=[O:30])[NH:25][C:24]=2[CH:23]=[CH:22]1, predict the reaction product. The product is: [CH3:1][C:2]1[N:6]([CH2:7][C:8]([O:10][CH3:11])=[O:9])[C:5]2[S:12][CH:13]=[CH:14][C:4]=2[C:3]=1[C:29]([C:26]1[NH:25][C:24]2[CH:23]=[CH:22][S:21][C:28]=2[CH:27]=1)=[O:30]. (7) Given the reactants [N+:1](=[CH:3][CH2:4][O:5][C:6]([CH2:8][C:9]1(O)[CH2:14][CH2:13][N:12]([C:15]([O:17][C:18]([CH3:21])([CH3:20])[CH3:19])=[O:16])[CH2:11][CH2:10]1)=[O:7])=[N-:2].O(C(C)C)C(C)C.O=P(Cl)(Cl)Cl.[OH-].[Na+], predict the reaction product. The product is: [N+:1](=[CH:3][CH2:4][O:5][C:6]([CH2:8][C:9]1[CH2:14][CH2:13][N:12]([C:15]([O:17][C:18]([CH3:21])([CH3:20])[CH3:19])=[O:16])[CH2:11][CH:10]=1)=[O:7])=[N-:2]. (8) Given the reactants [OH:1][C:2]1[CH:3]=[C:4]([CH:7]=[CH:8][C:9]=1[OH:10])[C:5]#[N:6].CC(C)([O-])C.[K+].[CH2:17](Cl)[C:18]1[CH:23]=[CH:22][CH:21]=[CH:20][CH:19]=1.CCCCCC, predict the reaction product. The product is: [CH2:17]([O:10][C:9]1[CH:8]=[CH:7][C:4]([C:5]#[N:6])=[CH:3][C:2]=1[OH:1])[C:18]1[CH:23]=[CH:22][CH:21]=[CH:20][CH:19]=1. (9) Given the reactants [C:1]1([N:7]2[C:12](=[O:13])[C:11]3[S:14][CH:15]=[C:16]([C:17]4[CH:22]=[CH:21][CH:20]=[CH:19][CH:18]=4)[C:10]=3[N:9]=[CH:8]2)[CH:6]=[CH:5][CH:4]=[CH:3][CH:2]=1.NC1C(C2C=CC=C([Cl:35])C=2)=CSC=1C(OC)=O.C([O:47][CH2:48]C)(OCC)OCC.COC1C=CC(N)=CC=1, predict the reaction product. The product is: [Cl:35][C:21]1[CH:22]=[C:17]([C:16]2[C:10]3[N:9]=[CH:8][N:7]([C:1]4[CH:6]=[CH:5][C:4]([O:47][CH3:48])=[CH:3][CH:2]=4)[C:12](=[O:13])[C:11]=3[S:14][CH:15]=2)[CH:18]=[CH:19][CH:20]=1. (10) Given the reactants [C:1]([CH2:8][C:9](=[O:19])[CH:10]([NH2:18])[CH2:11][C:12]1[CH:17]=[CH:16][CH:15]=[CH:14][CH:13]=1)([O:3][C:4]([CH3:7])([CH3:6])[CH3:5])=[O:2].[CH3:20][Mg]Br, predict the reaction product. The product is: [C:1]([CH2:8][C:9]([CH3:20])([OH:19])[CH:10]([NH2:18])[CH2:11][C:12]1[CH:13]=[CH:14][CH:15]=[CH:16][CH:17]=1)([O:3][C:4]([CH3:7])([CH3:6])[CH3:5])=[O:2].